This data is from Peptide-MHC class II binding affinity with 134,281 pairs from IEDB. The task is: Regression. Given a peptide amino acid sequence and an MHC pseudo amino acid sequence, predict their binding affinity value. This is MHC class II binding data. The peptide sequence is RQSGATIADVLAEKE. The MHC is DRB1_1602 with pseudo-sequence DRB1_1602. The binding affinity (normalized) is 0.150.